This data is from Full USPTO retrosynthesis dataset with 1.9M reactions from patents (1976-2016). The task is: Predict the reactants needed to synthesize the given product. (1) Given the product [C:13]([O:17][C:18]([N:20]1[CH:25]2[CH2:26][CH2:27][CH:21]1[CH2:22][C:23]([OH:28])([C:7]1[CH:12]=[CH:11][CH:10]=[CH:9][N:8]=1)[CH2:24]2)=[O:19])([CH3:16])([CH3:14])[CH3:15], predict the reactants needed to synthesize it. The reactants are: C([Li])CCC.Br[C:7]1[CH:12]=[CH:11][CH:10]=[CH:9][N:8]=1.[C:13]([O:17][C:18]([N:20]1[CH:25]2[CH2:26][CH2:27][CH:21]1[CH2:22][C:23](=[O:28])[CH2:24]2)=[O:19])([CH3:16])([CH3:15])[CH3:14].C(=O)([O-])O.[Na+]. (2) Given the product [F:9][C:4]1[CH:5]=[C:6]([F:8])[CH:7]=[C:2]([F:1])[C:3]=1[C:10]1[C:11]([OH:13])=[N:21][C:22]([OH:23])=[N:24][C:16]=1[OH:18], predict the reactants needed to synthesize it. The reactants are: [F:1][C:2]1[CH:7]=[C:6]([F:8])[CH:5]=[C:4]([F:9])[C:3]=1[CH:10]([C:16]([O:18]CC)=O)[C:11]([O:13]CC)=O.[NH2:21][C:22]([NH2:24])=[O:23].[H-].[Na+]. (3) Given the product [C:1]12([C:11]3[CH:22]=[CH:21][C:14]([O:15][CH2:16][CH2:17][C:18]([N:23]4[CH2:28][CH2:27][O:26][CH2:25][CH2:24]4)=[O:19])=[CH:13][CH:12]=3)[CH2:10][CH:5]3[CH2:6][CH:7]([CH2:9][CH:3]([CH2:4]3)[CH2:2]1)[CH2:8]2, predict the reactants needed to synthesize it. The reactants are: [C:1]12([C:11]3[CH:22]=[CH:21][C:14]([O:15][CH2:16][CH2:17][C:18](O)=[O:19])=[CH:13][CH:12]=3)[CH2:10][CH:5]3[CH2:6][CH:7]([CH2:9][CH:3]([CH2:4]3)[CH2:2]1)[CH2:8]2.[NH:23]1[CH2:28][CH2:27][O:26][CH2:25][CH2:24]1. (4) The reactants are: [Cl:1][C:2]1[CH:3]=[C:4]([CH:7]=[C:8]([Cl:10])[CH:9]=1)[CH:5]=O.[NH2:11][C:12]1[CH:13]=[C:14]([CH:24]=[CH:25][C:26]=1[O:27][CH3:28])[C:15]([NH:17][C:18]1[CH:23]=[CH:22][CH:21]=[CH:20][CH:19]=1)=[O:16].C(O)(=O)C.C(O[BH-](OC(=O)C)OC(=O)C)(=O)C.[Na+]. Given the product [Cl:1][C:2]1[CH:3]=[C:4]([CH:7]=[C:8]([Cl:10])[CH:9]=1)[CH2:5][NH:11][C:12]1[CH:13]=[C:14]([CH:24]=[CH:25][C:26]=1[O:27][CH3:28])[C:15]([NH:17][C:18]1[CH:23]=[CH:22][CH:21]=[CH:20][CH:19]=1)=[O:16], predict the reactants needed to synthesize it. (5) Given the product [CH:59]1([NH:63][CH:31]2[C:32]3[CH2:33][S:34][N:35]=[C:36]([NH2:37])[C:27]4=[N:26][N:25]([CH2:24][C:19]5[C:18]([CH3:54])=[C:17]([O:16][CH3:15])[C:22]([CH3:23])=[CH:21][N:20]=5)[N:53]=[C:29]([C:28]=34)[CH2:30]2)[CH2:62][CH2:61][CH2:60]1, predict the reactants needed to synthesize it. The reactants are: C(O[BH-](OC(=O)C)OC(=O)C)(=O)C.[Na+].[CH3:15][O:16][C:17]1[C:22]([CH3:23])=[CH:21][N:20]=[C:19]([CH2:24][N:25]2[N:53]=[C:29]3[CH2:30][C:31](=O)[C:32]4[CH2:33][S:34][N:35]=[C:36]([N:37](C(OC(C)(C)C)=O)C(OC(C)(C)C)=O)[C:27]([C:28]=43)=[N:26]2)[C:18]=1[CH3:54].ClC(Cl)C.[CH:59]1([NH2:63])[CH2:62][CH2:61][CH2:60]1.[OH-].[Na+]. (6) Given the product [NH2:8][C:5]1[C:4](=[N:9][NH:10][C:11]2[CH:16]=[CH:15][CH:14]=[C:13]([F:17])[CH:12]=2)[C:3]([CH2:2][NH:1][C:25]([CH:26]=[CH:27][C:28]([OH:30])=[O:29])=[O:31])=[N:7][N:6]=1, predict the reactants needed to synthesize it. The reactants are: [NH2:1][CH2:2][C:3]1[C:4](=[N:9][NH:10][C:11]2[CH:16]=[CH:15][CH:14]=[C:13]([F:17])[CH:12]=2)[C:5]([NH2:8])=[N:6][N:7]=1.C(N(CC)CC)C.[C:25]1(=[O:31])[O:30][C:28](=[O:29])[CH:27]=[CH:26]1.Cl. (7) The reactants are: [Br:1][C:2]1[CH:7]=[C:6]([O:8][CH:9]([CH3:11])[CH3:10])[CH:5]=[CH:4][C:3]=1[CH3:12].[Br:13]N1C(=O)CCC1=O.CC(N=NC(C#N)(C)C)(C#N)C. Given the product [Br:1][C:2]1[CH:7]=[C:6]([O:8][CH:9]([CH3:10])[CH3:11])[CH:5]=[CH:4][C:3]=1[CH2:12][Br:13], predict the reactants needed to synthesize it. (8) Given the product [O:19]=[C:13]1[CH:12]([N:5]2[C:4](=[O:20])[C:3]3[C:7](=[CH:8][CH:9]=[CH:10][C:2]=3[NH:1][C:25](=[O:26])[C:24]3[CH:28]=[CH:29][CH:30]=[C:22]([F:21])[CH:23]=3)[C:6]2=[O:11])[CH2:17][CH2:16][C:15](=[O:18])[NH:14]1, predict the reactants needed to synthesize it. The reactants are: [NH2:1][C:2]1[CH:10]=[CH:9][CH:8]=[C:7]2[C:3]=1[C:4](=[O:20])[N:5]([CH:12]1[CH2:17][CH2:16][C:15](=[O:18])[NH:14][C:13]1=[O:19])[C:6]2=[O:11].[F:21][C:22]1[CH:23]=[C:24]([CH:28]=[CH:29][CH:30]=1)[C:25](Cl)=[O:26].CO. (9) Given the product [CH:1]1([N:6]2[C:10]3[N:11]=[C:12]([C@H:16]4[C@H:20]([CH3:21])[CH2:19][N:18]([CH2:22][C:23]5[CH:28]=[N:27][C:26]([CH3:29])=[CH:25][N:24]=5)[CH2:17]4)[NH:13][C:14](=[O:15])[C:9]=3[CH:8]=[N:7]2)[CH2:5][CH2:4][CH2:3][CH2:2]1, predict the reactants needed to synthesize it. The reactants are: [CH:1]1([N:6]2[C:10]3[N:11]=[C:12]([C@H:16]4[C@H:20]([CH3:21])[CH2:19][NH:18][CH2:17]4)[NH:13][C:14](=[O:15])[C:9]=3[CH:8]=[N:7]2)[CH2:5][CH2:4][CH2:3][CH2:2]1.[CH3:22][C:23]1[N:24]=[CH:25][C:26]([CH:29]=O)=[N:27][CH:28]=1. (10) Given the product [CH2:36]([C:33]1[CH:32]=[N:31][C:30]([N:26]2[CH2:25][CH2:24][CH:23]([S:22][C:21]3[N:20]=[CH:19][N:18]=[C:17]4[N:13]([C:4]5[CH:5]=[CH:6][C:7]([S:9]([CH3:12])(=[O:11])=[O:10])=[CH:8][C:3]=5[F:2])[N:14]=[CH:15][C:16]=34)[CH2:28][CH2:27]2)=[N:35][CH:34]=1)[CH3:37], predict the reactants needed to synthesize it. The reactants are: Cl.[F:2][C:3]1[CH:8]=[C:7]([S:9]([CH3:12])(=[O:11])=[O:10])[CH:6]=[CH:5][C:4]=1[N:13]1[C:17]2=[N:18][CH:19]=[N:20][C:21]([S:22][CH:23]3[CH2:28][CH2:27][NH:26][CH2:25][CH2:24]3)=[C:16]2[CH:15]=[N:14]1.Cl[C:30]1[N:35]=[CH:34][C:33]([CH2:36][CH3:37])=[CH:32][N:31]=1.C(N(CC)CC)C.